From a dataset of Experimentally validated miRNA-target interactions with 360,000+ pairs, plus equal number of negative samples. Binary Classification. Given a miRNA mature sequence and a target amino acid sequence, predict their likelihood of interaction. (1) The miRNA is hsa-miR-34c-3p with sequence AAUCACUAACCACACGGCCAGG. The protein sequence of the target gene is MIAWRLPLCVLLVASVESHLGALGPKNVSQKDAEFERTYADDVNSELVNIYTFNHTVTRNRTEGVRVSVNVLNKQKGAPLLFVVRQKEAVVSFQVPLILRGLYQRKYLYQKVERTLCQPPTKNESEIQFFYVDVSTLSPVNTTYQLRVNRVDNFVLRTGELFTFNTTAAQPQYFKYEFPDGVDSVIVKVTSKKAFPCSVISIQDVLCPVYDLDNNVAFIGMYQTMTKKAAITVQRKDFPSNSFYVVVVVKTEDQACGGSLPFYPFVEDEPVDQGHRQKTLSVLVSQAVTSEAYVGGMLFC.... Result: 0 (no interaction). (2) The miRNA is hsa-miR-4798-5p with sequence UUCGGUAUACUUUGUGAAUUGG. Result: 0 (no interaction). The protein sequence of the target gene is MSRVAKYRRQVSEDPDIDSLLETLSPEEMEELEKELDVVDPDGSVPVGLRQRNQTEKQSTGVYNREAMLNFCEKETKKLMQREMSMDESKQVETKTDAKNGEERGRDASKKALGPRRDSDLGKEPKRGGLKKSFSRDRDEAGGKSGEKPKEEKIIRGIDKGRVRAAVDKKEAGKDGRGEERAVATKKEEEKKGSDRNTGLSRDKDKKREEMKEVAKKEDDEKVKGERRNTDTRKEGEKMKRAGGNTDMKKEDEKVKRGTGNTDTKKDDEKVKKNEPLHEKEAKDDSKTKTPEKQTPSGPT.... (3) The miRNA is hsa-miR-7703 with sequence UUGCACUCUGGCCUUCUCCCAGG. The protein sequence of the target gene is MRKHLSWWWLATVCMLLFSHLSAVQTRGIKHRIKWNRKALPSTAQITEAQVAENRPGAFIKQGRKLDIDFGAEGNRYYEANYWQFPDGIHYNGCSEANVTKEAFVTGCINATQAANQGEFQKPDNKLHQQVLWRLVQELCSLKHCEFWLERGAGLRVTMHQPVLLCLLALIWLTVK. Result: 1 (interaction). (4) The miRNA is hsa-miR-152-5p with sequence AGGUUCUGUGAUACACUCCGACU. The protein sequence of the target gene is MSTKNFRVSDGDWICPDKKCGNVNFARRTSCNRCGREKTTEAKMMKAGGTEIGKTLAEKSRGLFSANDWQCKTCSNVNWARRSECNMCNTPKYAKLEERTGYGGGFNERENVEYIEREESDGEYDEFGRKKKKYRGKAVGPASILKEVEDKESEGEEEDEDEDLSKYKLDEDEDEDDADLSKYNLDASEEEDSNKKKSNRRSRSKSRSSHSRSSSRSSSPSSSRSRSRSRSRSSSSSQSRSHSGSREHSRSRGSKSRSSSRSHRGSSSPRKRSYSSSSSSPERDRKRSRSRPSSPAVRKK.... Result: 0 (no interaction).